Dataset: Catalyst prediction with 721,799 reactions and 888 catalyst types from USPTO. Task: Predict which catalyst facilitates the given reaction. Reactant: [F:1][CH:2]([F:23])[O:3][C:4]1[C:5]([OH:22])=[C:6]([C:12]2[CH:20]=[CH:19][CH:18]=[C:17]3[C:13]=2[CH2:14][CH2:15][C:16]3=[O:21])[CH:7]=[CH:8][C:9]=1[O:10][CH3:11].C(=O)([O-])[O-].[K+].[K+].[CH2:30](Br)[CH:31]([CH3:33])[CH3:32]. Product: [F:1][CH:2]([F:23])[O:3][C:4]1[C:5]([O:22][CH2:30][CH:31]([CH3:33])[CH3:32])=[C:6]([C:12]2[CH:20]=[CH:19][CH:18]=[C:17]3[C:13]=2[CH2:14][CH2:15][C:16]3=[O:21])[CH:7]=[CH:8][C:9]=1[O:10][CH3:11]. The catalyst class is: 10.